Task: Regression/Classification. Given a drug SMILES string, predict its absorption, distribution, metabolism, or excretion properties. Task type varies by dataset: regression for continuous measurements (e.g., permeability, clearance, half-life) or binary classification for categorical outcomes (e.g., BBB penetration, CYP inhibition). Dataset: cyp3a4_veith.. Dataset: CYP3A4 inhibition data for predicting drug metabolism from PubChem BioAssay The compound is c1ccc(CNc2cc(-c3cccnc3)ncn2)cc1. The result is 1 (inhibitor).